Task: Predict the product of the given reaction.. Dataset: Forward reaction prediction with 1.9M reactions from USPTO patents (1976-2016) (1) The product is: [CH3:13][C:12]1([CH3:14])[NH:8][CH2:9][CH:10]([CH2:15][N:16]2[C:24]3[C:19](=[CH:20][C:21]([C:25]4[CH:26]=[N:27][N:28]([CH:30]5[CH2:35][CH2:34][CH2:33][CH2:32][O:31]5)[CH:29]=4)=[CH:22][CH:23]=3)[CH:18]=[CH:17]2)[CH2:11]1. Given the reactants C([N:8]1[C:12]([CH3:14])([CH3:13])[CH2:11][CH:10]([CH2:15][N:16]2[C:24]3[C:19](=[CH:20][C:21]([C:25]4[CH:26]=[N:27][N:28]([CH:30]5[CH2:35][CH2:34][CH2:33][CH2:32][O:31]5)[CH:29]=4)=[CH:22][CH:23]=3)[CH:18]=[CH:17]2)[CH2:9]1)C1C=CC=CC=1.C([O-])=O.[NH4+].C(OCC)(=O)C, predict the reaction product. (2) Given the reactants [C:1]1(=[O:14])[C:6]2[C:7]3[CH:13]=[CH:12][CH:11]=[CH:10][C:8]=3[S:9][C:5]=2[CH2:4][CH2:3][NH:2]1.[CH:15]1([C:18]2[CH:23]=[CH:22][N:21]=[CH:20][C:19]=2I)[CH2:17][CH2:16]1.P([O-])([O-])([O-])=O.[K+].[K+].[K+], predict the reaction product. The product is: [CH:15]1([C:18]2[CH:23]=[CH:22][N:21]=[CH:20][C:19]=2[N:2]2[CH2:3][CH2:4][C:5]3[S:9][C:8]4[CH:10]=[CH:11][CH:12]=[CH:13][C:7]=4[C:6]=3[C:1]2=[O:14])[CH2:17][CH2:16]1.